From a dataset of Catalyst prediction with 721,799 reactions and 888 catalyst types from USPTO. Predict which catalyst facilitates the given reaction. Reactant: [NH:1]1[CH:5]=[C:4]([C:6]2[N:7]=[C:8]3[CH:14]=[CH:13][NH:12][C:9]3=[N:10][CH:11]=2)[CH:3]=[N:2]1.C1C(=O)N([I:22])C(=O)C1. Product: [I:22][C:14]1[C:8]2[C:9](=[N:10][CH:11]=[C:6]([C:4]3[CH:5]=[N:1][NH:2][CH:3]=3)[N:7]=2)[NH:12][CH:13]=1. The catalyst class is: 21.